Binary Classification. Given a drug SMILES string, predict its activity (active/inactive) in a high-throughput screening assay against a specified biological target. From a dataset of Choline transporter screen with 302,306 compounds. (1) The compound is S(=O)(=O)(N1CCN(C(=O)C2CC2)CC1)c1ccc(OC)cc1. The result is 0 (inactive). (2) The compound is Brc1ccc(n2c(nn(c2=O)CC(OCC)=O)C)cc1. The result is 0 (inactive). (3) The compound is Clc1c(CNC(=O)Cc2n[nH]nn2)cccc1. The result is 0 (inactive). (4) The result is 0 (inactive). The molecule is Clc1ccc(NC(=O)c2nc(sc2C)N(Cc2occc2)C(=O)C)cc1.